This data is from Forward reaction prediction with 1.9M reactions from USPTO patents (1976-2016). The task is: Predict the product of the given reaction. (1) Given the reactants [CH3:1][C:2]1[C:3]([C:12]2[CH:17]=[CH:16][N:15]=[CH:14][CH:13]=2)=[N:4][O:5][C:6]=1[C:7]([O:9][CH2:10][CH3:11])=[O:8].C1C(=O)N([Br:25])C(=O)C1.C(OOC(=O)C1C=CC=CC=1)(=O)C1C=CC=CC=1, predict the reaction product. The product is: [Br:25][CH2:1][C:2]1[C:3]([C:12]2[CH:13]=[CH:14][N:15]=[CH:16][CH:17]=2)=[N:4][O:5][C:6]=1[C:7]([O:9][CH2:10][CH3:11])=[O:8]. (2) Given the reactants C1([CH2:6][C:7](Cl)=[O:8])CCCC1.[N:10]1[CH:11]=[CH:12][N:13]2[CH:18]=[CH:17][C:16]([CH2:19][NH:20][C:21]([C:23]3[S:24][C:25]([C:28]4[CH2:29][CH2:30][NH:31][CH2:32][CH:33]=4)=[CH:26][CH:27]=3)=[O:22])=[CH:15][C:14]=12.NC1C=CC(C(OC)=O)=CC=1, predict the reaction product. The product is: [C:7]([N:31]1[CH2:30][CH:29]=[C:28]([C:25]2[S:24][C:23]([C:21]([NH:20][CH2:19][C:16]3[CH:17]=[CH:18][N:13]4[CH:12]=[CH:11][N:10]=[C:14]4[CH:15]=3)=[O:22])=[CH:27][CH:26]=2)[CH2:33][CH2:32]1)(=[O:8])[CH3:6]. (3) Given the reactants Cl.Cl.[CH3:3][O:4][C:5](=[O:36])[C:6]1[CH:11]=[C:10]([C:12]2[CH:17]=[C:16]([O:18][CH:19]3[CH2:24][CH2:23][NH:22][CH2:21][CH2:20]3)[N:15]=[N:14][C:13]=2[CH2:25][CH2:26][CH2:27][CH3:28])[CH:9]=[CH:8][C:7]=1[O:29][CH:30]1[CH2:35][CH2:34][CH2:33][CH2:32][CH2:31]1.C=O.O.[C:40](O[BH-](OC(=O)C)OC(=O)C)(=O)C.[Na+], predict the reaction product. The product is: [CH3:3][O:4][C:5](=[O:36])[C:6]1[CH:11]=[C:10]([C:12]2[CH:17]=[C:16]([O:18][CH:19]3[CH2:20][CH2:21][N:22]([CH3:40])[CH2:23][CH2:24]3)[N:15]=[N:14][C:13]=2[CH2:25][CH2:26][CH2:27][CH3:28])[CH:9]=[CH:8][C:7]=1[O:29][CH:30]1[CH2:31][CH2:32][CH2:33][CH2:34][CH2:35]1. (4) Given the reactants C1(CC(Cl)=O)C=CC=CC=1.[CH3:11][O:12][C:13]1[CH:14]=[C:15]2[C:20](=[CH:21][C:22]=1[O:23][CH3:24])[N:19]=[CH:18][CH:17]=[C:16]2[O:25][C:26]1[CH:31]=[CH:30][C:29]([NH:32][CH2:33][CH3:34])=[CH:28][CH:27]=1.[C:35]1([CH2:41][C:42]([N:44]=[C:45]=[S:46])=[O:43])[CH:40]=[CH:39][CH:38]=[CH:37][CH:36]=1, predict the reaction product. The product is: [C:35]1([CH2:41][C:42]([N:44]=[C:45]=[S:46])=[O:43])[CH:40]=[CH:39][CH:38]=[CH:37][CH:36]=1.[CH3:11][O:12][C:13]1[CH:14]=[C:15]2[C:20](=[CH:21][C:22]=1[O:23][CH3:24])[N:19]=[CH:18][CH:17]=[C:16]2[O:25][C:26]1[CH:31]=[CH:30][C:29]([N:32]([CH2:33][CH3:34])[C:45]([NH:44][C:42](=[O:43])[CH2:41][C:35]2[CH:36]=[CH:37][CH:38]=[CH:39][CH:40]=2)=[S:46])=[CH:28][CH:27]=1. (5) Given the reactants [C:1]1([C:7]2[S:11][C:10]([NH2:12])=[N:9][CH:8]=2)[CH:6]=[CH:5][CH:4]=[CH:3][CH:2]=1.Cl[CH2:14][C:15](=O)[CH2:16][C:17]([O:19][CH2:20][CH3:21])=[O:18], predict the reaction product. The product is: [C:1]1([C:7]2[S:11][C:10]3=[N:12][C:15]([CH2:16][C:17]([O:19][CH2:20][CH3:21])=[O:18])=[CH:14][N:9]3[CH:8]=2)[CH:2]=[CH:3][CH:4]=[CH:5][CH:6]=1. (6) Given the reactants [B:1]1([CH2:10][CH2:11][CH2:12][CH2:13][Br:14])OC2C(=CC=CC=2)O1.[OH:15][C:16]([C:19]([OH:22])([CH3:21])[CH3:20])([CH3:18])[CH3:17], predict the reaction product. The product is: [Br:14][CH2:13][CH2:12][CH2:11][CH2:10][B:1]1[O:22][C:19]([CH3:21])([CH3:20])[C:16]([CH3:18])([CH3:17])[O:15]1.